This data is from Forward reaction prediction with 1.9M reactions from USPTO patents (1976-2016). The task is: Predict the product of the given reaction. (1) Given the reactants [CH3:1][OH:2].[C:3]([C:11]1[CH:12]=[C:13]([CH:17]=[CH:18][CH:19]=1)[C:14](O)=[O:15])(=[O:10])[C:4]1[CH:9]=[CH:8][CH:7]=[CH:6][CH:5]=1.[CH3:20]S(O)(=O)=O.[CH:25](OC)(OC)[O:26]C, predict the reaction product. The product is: [CH3:1][O:2][C:14](=[O:15])[C:13]1[CH:17]=[CH:18][CH:19]=[C:11]([C:3]([O:10][CH3:20])([O:26][CH3:25])[C:4]2[CH:9]=[CH:8][CH:7]=[CH:6][CH:5]=2)[CH:12]=1. (2) Given the reactants C(O[C:6]([N:8]1[CH2:13][CH2:12][N:11]([C:14]2[N:19]=[CH:18][CH:17]=[CH:16][N:15]=2)[C:10](=[O:20])[CH2:9]1)=O)(C)(C)C.[C:21]([N:28]1[CH2:31]C(=O)[CH2:29]1)([O:23][C:24]([CH3:27])([CH3:26])[CH3:25])=[O:22].[BH-](OC(C)=O)(OC(C)=O)OC(C)=O.[Na+], predict the reaction product. The product is: [C:24]([O:23][C:21]([N:28]1[CH2:31][CH:6]([N:8]2[CH2:13][CH2:12][N:11]([C:14]3[N:15]=[CH:16][CH:17]=[CH:18][N:19]=3)[C:10](=[O:20])[CH2:9]2)[CH2:29]1)=[O:22])([CH3:27])([CH3:26])[CH3:25]. (3) Given the reactants [NH2:1][C:2]1[CH:7]=[CH:6][C:5]([NH:8][S:9]([C:12]2[CH:13]=[C:14]([C:18]3[CH:23]=[CH:22][C:21]([F:24])=[CH:20][CH:19]=3)[CH:15]=[CH:16][CH:17]=2)(=[O:11])=[O:10])=[CH:4][CH:3]=1.[OH-].[Na+].[CH3:27][O:28][C:29]1[CH:34]=[CH:33][C:32]([N:35]=[C:36]=[O:37])=[CH:31][CH:30]=1, predict the reaction product. The product is: [CH3:27][O:28][C:29]1[CH:34]=[CH:33][C:32]([NH:35][C:36](=[O:37])[NH:1][C:2]2[CH:3]=[CH:4][C:5]([NH:8][S:9]([C:12]3[CH:13]=[C:14]([C:18]4[CH:23]=[CH:22][C:21]([F:24])=[CH:20][CH:19]=4)[CH:15]=[CH:16][CH:17]=3)(=[O:11])=[O:10])=[CH:6][CH:7]=2)=[CH:31][CH:30]=1.